Dataset: Reaction yield outcomes from USPTO patents with 853,638 reactions. Task: Predict the reaction yield, written as a fraction of the theoretical maximum amount of product (1.0 means a 100% yield; for example, 0.34 means a 34% yield). The reactants are [C:1]([NH:4][C@@H:5]1[C@@H:10]([O:11][C:12](=[O:14])[CH3:13])[C@H:9]([O:15][C:16](=[O:18])[CH3:17])[C@@H:8]([CH2:19][O:20][C:21](=[O:23])[CH3:22])[O:7][C@H:6]1[O:24][C@@H:25]1[C@H:34]([O:35][CH2:36][C:37]2[CH:42]=[CH:41][CH:40]=[CH:39][CH:38]=2)[C@@H:33]([O:43][CH2:44][C:45]2[CH:50]=[CH:49][CH:48]=[CH:47][CH:46]=2)[C@H:32]([CH3:51])[O:31][C@H:26]1[O:27]CC=C)(=[O:3])[CH3:2]. The catalyst is C1COCC1. The product is [C:1]([NH:4][C@@H:5]1[C@@H:10]([O:11][C:12](=[O:14])[CH3:13])[C@H:9]([O:15][C:16](=[O:18])[CH3:17])[C@@H:8]([CH2:19][O:20][C:21](=[O:23])[CH3:22])[O:7][C@H:6]1[O:24][C@@H:25]1[C@H:34]([O:35][CH2:36][C:37]2[CH:42]=[CH:41][CH:40]=[CH:39][CH:38]=2)[C@@H:33]([O:43][CH2:44][C:45]2[CH:50]=[CH:49][CH:48]=[CH:47][CH:46]=2)[C@H:32]([CH3:51])[O:31][C@H:26]1[OH:27])(=[O:3])[CH3:2]. The yield is 0.690.